From a dataset of Catalyst prediction with 721,799 reactions and 888 catalyst types from USPTO. Predict which catalyst facilitates the given reaction. (1) Reactant: [CH2:1]([Li])[CH2:2][CH2:3][CH3:4].[S:6]1[CH:10]=[C:9]([C:11]2[S:15][C:14]3[C:16](=O)[CH:17]([CH3:19])[CH2:18][C:13]=3[C:12]=2[C:21]2[C:22]3[CH:29]=[CH:28][CH:27]=[CH:26][C:23]=3[S:24][CH:25]=2)[C:8]2[CH:30]=[CH:31][CH:32]=[CH:33][C:7]1=2.O. Product: [CH2:1]([C:16]1[CH:17]([CH3:19])[CH2:18][C:13]2[C:14]=1[S:15][CH:11]([C:9]1[C:8]3[CH:30]=[CH:31][CH:32]=[CH:33][C:7]=3[S:6][CH:10]=1)[C:12]=2[C:21]1[C:22]2[CH:29]=[CH:28][CH:27]=[CH:26][C:23]=2[S:24][CH:25]=1)[CH2:2][CH2:3][CH3:4]. The catalyst class is: 27. (2) Reactant: [CH2:1]1[C:9]2[C:4](=[CH:5][CH:6]=[CH:7][CH:8]=2)[CH2:3][CH:2]1[C@H:10]1[NH:15][C:14](=[O:16])[C@@H:13]([CH:17]([CH2:20][CH3:21])[CH2:18][CH3:19])[N:12]([CH2:22][C:23]2[CH:28]=[CH:27][CH:26]=[CH:25][C:24]=2[SH:29])[C:11]1=[O:30].CS(O[CH:36]1[CH2:41][CH2:40][N:39]([C:42]([O:44][C:45]([CH3:48])([CH3:47])[CH3:46])=[O:43])[CH2:38][CH2:37]1)(=O)=O. Product: [CH2:1]1[C:9]2[C:4](=[CH:5][CH:6]=[CH:7][CH:8]=2)[CH2:3][CH:2]1[C@H:10]1[NH:15][C:14](=[O:16])[C@@H:13]([CH:17]([CH2:20][CH3:21])[CH2:18][CH3:19])[N:12]([CH2:22][C:23]2[CH:28]=[CH:27][CH:26]=[CH:25][C:24]=2[S:29][CH:36]2[CH2:41][CH2:40][N:39]([C:42]([O:44][C:45]([CH3:48])([CH3:47])[CH3:46])=[O:43])[CH2:38][CH2:37]2)[C:11]1=[O:30]. The catalyst class is: 10. (3) Reactant: [CH3:1][O:2][C:3]1[CH:8]=[CH:7][C:6]([C:9](=[NH:11])[NH2:10])=[CH:5][CH:4]=1.[F:12][C:13]1[CH:20]=[CH:19][C:16]([CH:17]=O)=[CH:15][CH:14]=1.[NH:21]1[C:29]2[C:24](=[CH:25][C:26]([NH:30][C:31](=[O:36])[CH2:32][C:33](=O)[CH3:34])=[CH:27][CH:28]=2)[CH:23]=[N:22]1.C([O-])(=O)C.[K+]. Product: [F:12][C:13]1[CH:20]=[CH:19][C:16]([CH:17]2[C:32]([C:31]([NH:30][C:26]3[CH:25]=[C:24]4[C:29](=[CH:28][CH:27]=3)[NH:21][N:22]=[CH:23]4)=[O:36])=[C:33]([CH3:34])[NH:10][C:9]([C:6]3[CH:5]=[CH:4][C:3]([O:2][CH3:1])=[CH:8][CH:7]=3)=[N:11]2)=[CH:15][CH:14]=1. The catalyst class is: 58. (4) Reactant: [Br:1][C:2]1[CH:13]=[CH:12][C:5]([C:6](N(OC)C)=[O:7])=[CH:4][C:3]=1[F:14].[CH2:15]([Mg]Br)[CH2:16][CH3:17]. Product: [Br:1][C:2]1[CH:13]=[CH:12][C:5]([C:6](=[O:7])[CH2:15][CH2:16][CH3:17])=[CH:4][C:3]=1[F:14]. The catalyst class is: 7. (5) Reactant: [NH2:1][C:2]1[N:3]=[C:4](Cl)[C:5]2[CH:10]=[CH:9][N:8]([C@@H:11]3[O:22][C@H:21]([CH2:23][O:24]C4CCCCO4)[C@@H:13]([O:14]C4CCCCO4)[C@H:12]3[F:31])[C:6]=2[N:7]=1.C1(C)C=CC(S([O-])(=O)=[O:40])=CC=1.[NH+]1C=CC=CC=1. Product: [NH2:1][C:2]1[NH:3][C:4](=[O:40])[C:5]2[CH:10]=[CH:9][N:8]([C@@H:11]3[O:22][C@H:21]([CH2:23][OH:24])[C@@H:13]([OH:14])[C@H:12]3[F:31])[C:6]=2[N:7]=1. The catalyst class is: 14.